From a dataset of Full USPTO retrosynthesis dataset with 1.9M reactions from patents (1976-2016). Predict the reactants needed to synthesize the given product. (1) Given the product [CH2:23]([N:30]1[C@@H:35]2[C@H:36]([C:38](=[S:10])[NH2:40])[CH2:37][C@@:31]1([C:57]1[CH:62]=[CH:61][CH:60]=[CH:59][CH:58]=1)[C@H:32]([O:41][CH2:42][C:43]1[CH:48]=[C:47]([C:49]([F:52])([F:51])[F:50])[CH:46]=[C:45]([C:53]([F:56])([F:55])[F:54])[CH:44]=1)[CH2:33][CH2:34]2)[C:24]1[CH:29]=[CH:28][CH:27]=[CH:26][CH:25]=1, predict the reactants needed to synthesize it. The reactants are: COC1C=CC(P2(SP(C3C=CC(OC)=CC=3)(=S)S2)=[S:10])=CC=1.[CH2:23]([N:30]1[C@@H:35]2[C@H:36]([C:38]([NH2:40])=O)[CH2:37][C@@:31]1([C:57]1[CH:62]=[CH:61][CH:60]=[CH:59][CH:58]=1)[C@H:32]([O:41][CH2:42][C:43]1[CH:48]=[C:47]([C:49]([F:52])([F:51])[F:50])[CH:46]=[C:45]([C:53]([F:56])([F:55])[F:54])[CH:44]=1)[CH2:33][CH2:34]2)[C:24]1[CH:29]=[CH:28][CH:27]=[CH:26][CH:25]=1. (2) Given the product [CH3:18][O:19][C:20]([C:22]1[C:8]([CH2:7][S:6][CH2:5][C:4]2[CH:10]=[CH:11][CH:12]=[CH:13][C:3]=2[C:2]([F:15])([F:14])[F:1])=[CH:26][CH:25]=[CH:24][N:23]=1)=[O:21], predict the reactants needed to synthesize it. The reactants are: [F:1][C:2]([F:15])([F:14])[C:3]1[CH:13]=[CH:12][CH:11]=[CH:10][C:4]=1[CH2:5][S:6][C:7](=O)[CH3:8].CO.[CH3:18][O:19][C:20]([C:22]1C(CBr)=[CH:26][CH:25]=[CH:24][N:23]=1)=[O:21].C(OC(=O)C)C.C1CCCCC1. (3) Given the product [CH2:21]([O:28][C:29]1[CH:30]=[CH:31][C:32]([CH2:33][S:20][C:15]2[C:12]3[CH2:13][CH2:14][N:8]([C:6]([O:5][C:1]([CH3:4])([CH3:2])[CH3:3])=[O:7])[CH2:9][CH2:10][C:11]=3[CH:18]=[CH:17][C:16]=2[Cl:19])=[CH:35][CH:36]=1)[C:22]1[CH:23]=[CH:24][CH:25]=[CH:26][CH:27]=1, predict the reactants needed to synthesize it. The reactants are: [C:1]([O:5][C:6]([N:8]1[CH2:14][CH2:13][C:12]2[C:15]([SH:20])=[C:16]([Cl:19])[CH:17]=[CH:18][C:11]=2[CH2:10][CH2:9]1)=[O:7])([CH3:4])([CH3:3])[CH3:2].[CH2:21]([O:28][C:29]1[CH:36]=[CH:35][C:32]([CH2:33]Cl)=[CH:31][CH:30]=1)[C:22]1[CH:27]=[CH:26][CH:25]=[CH:24][CH:23]=1.C(=O)([O-])[O-].[K+].[K+].[I-].[K+]. (4) Given the product [N:15]1[CH:16]=[CH:17][C:12]([CH2:11][CH2:5][C:2](=[O:4])[CH3:3])=[CH:13][CH:14]=1, predict the reactants needed to synthesize it. The reactants are: Cl.[C:2]([CH:5]([CH2:11][C:12]1[CH:17]=[CH:16][N:15]=[CH:14][CH:13]=1)C(OCC)=O)(=[O:4])[CH3:3].